Predict the reactants needed to synthesize the given product. From a dataset of Full USPTO retrosynthesis dataset with 1.9M reactions from patents (1976-2016). (1) Given the product [CH3:5][C:2]([C:6]1[CH:7]=[C:8]([C:14]2[CH:19]=[CH:18][CH:17]=[C:16]([CH:20]=[C:28]3[S:22][C:23]([N:29]4[CH2:34][CH2:33][O:32][CH2:31][CH2:30]4)=[N:25][C:26]3=[O:27])[CH:15]=2)[CH:9]=[C:10]([F:13])[C:11]=1[OH:12])([CH3:1])[CH2:3][CH3:4], predict the reactants needed to synthesize it. The reactants are: [CH3:1][C:2]([C:6]1[CH:7]=[C:8]([C:14]2[CH:19]=[CH:18][CH:17]=[C:16]([CH:20]=O)[CH:15]=2)[CH:9]=[C:10]([F:13])[C:11]=1[OH:12])([CH3:5])[CH2:3][CH3:4].[S:22]1[CH2:28][C:26](=[O:27])[NH:25][C:23]1=S.[NH:29]1[CH2:34][CH2:33][O:32][CH2:31][CH2:30]1. (2) Given the product [OH:15][CH:14]([CH2:13][N:10]1[C:11]2[C:6](=[CH:5][CH:4]=[C:3]([O:2][CH3:1])[N:12]=2)[CH2:7][CH2:8][C:9]1=[O:17])[CH2:16][N:18]1[CH2:19][CH2:20][CH:21]([NH:24][C:25](=[O:31])[O:26][C:27]([CH3:29])([CH3:28])[CH3:30])[CH2:22][CH2:23]1, predict the reactants needed to synthesize it. The reactants are: [CH3:1][O:2][C:3]1[N:12]=[C:11]2[C:6]([CH2:7][CH2:8][C:9](=[O:17])[N:10]2[CH2:13][CH:14]2[CH2:16][O:15]2)=[CH:5][CH:4]=1.[NH:18]1[CH2:23][CH2:22][CH:21]([NH:24][C:25](=[O:31])[O:26][C:27]([CH3:30])([CH3:29])[CH3:28])[CH2:20][CH2:19]1. (3) Given the product [Cl:1][C:2]1[CH:3]=[C:4]2[N:25]=[C:24]([O:26][C@@H:27]3[CH2:28][O:29][C@@H:30]4[C@H:34]([OH:35])[CH2:33][O:32][C@H:31]34)[N:23]([CH2:36][O:37][CH2:38][CH2:39][Si:40]([CH3:43])([CH3:41])[CH3:42])[C:5]2=[N:6][C:7]=1[C:8]1[CH:13]=[CH:12][C:11]([C:45]2[CH:46]=[CH:47][CH:48]=[C:49]([CH2:51][N:52]=[S:53]([CH3:56])([CH3:55])=[O:54])[N:50]=2)=[CH:10][CH:9]=1, predict the reactants needed to synthesize it. The reactants are: [Cl:1][C:2]1[CH:3]=[C:4]2[N:25]=[C:24]([O:26][C@H:27]3[C@H:31]4[O:32][CH2:33][C@@H:34]([OH:35])[C@H:30]4[O:29][CH2:28]3)[N:23]([CH2:36][O:37][CH2:38][CH2:39][Si:40]([CH3:43])([CH3:42])[CH3:41])[C:5]2=[N:6][C:7]=1[C:8]1[CH:13]=[CH:12][C:11](B2OC(C)(C)C(C)(C)O2)=[CH:10][CH:9]=1.Br[C:45]1[N:50]=[C:49]([CH2:51][N:52]=[S:53]([CH3:56])([CH3:55])=[O:54])[CH:48]=[CH:47][CH:46]=1. (4) The reactants are: [C:1]([C:3]1[CH:4]=[C:5]([N:9]2[C:15](=[O:16])[CH2:14][C:13](=[O:17])[NH:12][C:11]3[C:18]4[CH2:19][CH2:20][CH2:21][CH2:22][C:23]=4[CH:24]=[CH:25][C:10]2=3)[CH:6]=[CH:7][CH:8]=1)#[N:2].C([Sn]([N:39]=[N+:40]=[N-:41])(CCCC)CCCC)CCC.C(=O)([O-])O.[Na+]. Given the product [NH:39]1[C:1]([C:3]2[CH:4]=[C:5]([N:9]3[C:15](=[O:16])[CH2:14][C:13](=[O:17])[NH:12][C:11]4[C:18]5[CH2:19][CH2:20][CH2:21][CH2:22][C:23]=5[CH:24]=[CH:25][C:10]3=4)[CH:6]=[CH:7][CH:8]=2)=[N:2][N:41]=[N:40]1, predict the reactants needed to synthesize it. (5) Given the product [C:1]([O:5][C:6](=[O:19])[NH:7][C:8]1[CH:13]=[CH:12][C:11]([C:14]#[C:15][C:24]2[CH:23]=[CH:22][C:21]([F:20])=[CH:26][C:25]=2[F:27])=[CH:10][C:9]=1[N+:16]([O-:18])=[O:17])([CH3:4])([CH3:2])[CH3:3], predict the reactants needed to synthesize it. The reactants are: [C:1]([O:5][C:6](=[O:19])[NH:7][C:8]1[CH:13]=[CH:12][C:11]([C:14]#[CH:15])=[CH:10][C:9]=1[N+:16]([O-:18])=[O:17])([CH3:4])([CH3:3])[CH3:2].[F:20][C:21]1[CH:26]=[C:25]([F:27])[CH:24]=[CH:23][C:22]=1I. (6) Given the product [Br:1][C:2]1[CH:3]=[C:4]([O:9][CH2:22][C:21]2[CH:24]=[CH:25][C:18]([O:17][CH3:16])=[CH:19][CH:20]=2)[CH:5]=[C:6]([I:8])[CH:7]=1, predict the reactants needed to synthesize it. The reactants are: [Br:1][C:2]1[CH:3]=[C:4]([OH:9])[CH:5]=[C:6]([I:8])[CH:7]=1.C(=O)([O-])[O-].[K+].[K+].[CH3:16][O:17][C:18]1[CH:25]=[CH:24][C:21]([CH2:22]Cl)=[CH:20][CH:19]=1. (7) Given the product [C:15]1([CH2:25][NH:26][C:12]([C:10]2[S:11][C:7]([C:4]3[CH:3]=[CH:2][N:1]=[CH:6][CH:5]=3)=[CH:8][CH:9]=2)=[O:14])[C:24]2[C:19](=[CH:20][CH:21]=[CH:22][CH:23]=2)[CH:18]=[CH:17][CH:16]=1, predict the reactants needed to synthesize it. The reactants are: [N:1]1[CH:6]=[CH:5][C:4]([C:7]2[S:11][C:10]([C:12]([OH:14])=O)=[CH:9][CH:8]=2)=[CH:3][CH:2]=1.[C:15]1([CH2:25][NH2:26])[C:24]2[C:19](=[CH:20][CH:21]=[CH:22][CH:23]=2)[CH:18]=[CH:17][CH:16]=1.